This data is from Full USPTO retrosynthesis dataset with 1.9M reactions from patents (1976-2016). The task is: Predict the reactants needed to synthesize the given product. (1) Given the product [C:4]([O:3][C:1]([N:8]1[CH2:9][CH2:10][N:11]([CH2:16][CH2:15][C:14]#[N:17])[CH2:12][CH2:13]1)=[O:2])([CH3:7])([CH3:6])[CH3:5], predict the reactants needed to synthesize it. The reactants are: [C:1]([N:8]1[CH2:13][CH2:12][NH:11][CH2:10][CH2:9]1)([O:3][C:4]([CH3:7])([CH3:6])[CH3:5])=[O:2].[C:14](#[N:17])[CH:15]=[CH2:16]. (2) Given the product [S:39]1[C:35]([C:2]2[N:3]=[C:4]3[C:9](=[CH:10][CH:11]=2)[N:8]=[CH:7][C:6]2[CH:12]=[CH:13][C:14](=[O:26])[N:15]([C:16]4[CH:21]=[CH:20][CH:19]=[C:18]([C:22]([F:25])([F:24])[F:23])[CH:17]=4)[C:5]3=2)=[CH:36][N:37]=[CH:38]1, predict the reactants needed to synthesize it. The reactants are: Cl[C:2]1[N:3]=[C:4]2[C:9](=[CH:10][CH:11]=1)[N:8]=[CH:7][C:6]1[CH:12]=[CH:13][C:14](=[O:26])[N:15]([C:16]3[CH:21]=[CH:20][CH:19]=[C:18]([C:22]([F:25])([F:24])[F:23])[CH:17]=3)[C:5]2=1.CC1(C)C(C)(C)OB([C:35]2[S:39][CH:38]=[N:37][CH:36]=2)O1.CC1(C)C(C)(C)OB(C2C=CC(N)=NC=2)O1. (3) Given the product [CH2:1]([O:8][C:9](=[O:10])[N:11]([CH2:16][C:17]1[CH:22]=[CH:21][CH:20]=[C:19]([Br:23])[N:18]=1)[CH2:12][C:13]([NH:24][CH2:25][CH2:26][OH:27])=[O:15])[C:2]1[CH:3]=[CH:4][CH:5]=[CH:6][CH:7]=1, predict the reactants needed to synthesize it. The reactants are: [CH2:1]([O:8][C:9]([N:11]([CH2:16][C:17]1[CH:22]=[CH:21][CH:20]=[C:19]([Br:23])[N:18]=1)[CH2:12][C:13]([OH:15])=O)=[O:10])[C:2]1[CH:7]=[CH:6][CH:5]=[CH:4][CH:3]=1.[NH2:24][CH2:25][CH2:26][OH:27].C1C=CC2N(O)N=NC=2C=1.C1N=CN(C(N2C=NC=C2)=O)C=1.[N-]=C=O.C(O)C(N)(CO)CO. (4) Given the product [Cl:14][C:11]1[CH:12]=[CH:13][C:8]([C:6]2[CH:5]=[C:4]([CH3:15])[N:3]=[C:2]([N:20]3[CH:21]=[C:17]([I:16])[N:18]=[CH:19]3)[N:7]=2)=[CH:9][CH:10]=1, predict the reactants needed to synthesize it. The reactants are: Cl[C:2]1[N:7]=[C:6]([C:8]2[CH:13]=[CH:12][C:11]([Cl:14])=[CH:10][CH:9]=2)[CH:5]=[C:4]([CH3:15])[N:3]=1.[I:16][C:17]1[N:18]=[CH:19][NH:20][CH:21]=1. (5) Given the product [Cl:10][C:11]1[CH:18]=[C:17]([O:1][C:2]2[CH:9]=[CH:8][C:5]([CH:6]=[O:7])=[CH:4][CH:3]=2)[CH:16]=[CH:15][C:12]=1[C:13]#[N:14], predict the reactants needed to synthesize it. The reactants are: [OH:1][C:2]1[CH:9]=[CH:8][C:5]([CH:6]=[O:7])=[CH:4][CH:3]=1.[Cl:10][C:11]1[CH:18]=[C:17](F)[CH:16]=[CH:15][C:12]=1[C:13]#[N:14].C([O-])([O-])=O.[K+].[K+].O.